From a dataset of Reaction yield outcomes from USPTO patents with 853,638 reactions. Predict the reaction yield, written as a fraction of the theoretical maximum amount of product (1.0 means a 100% yield; for example, 0.34 means a 34% yield). The reactants are [NH2:1][C:2]1[C:10]([OH:11])=[CH:9][CH:8]=[CH:7][C:3]=1[C:4]([OH:6])=O.N1[CH:16]=[CH:15]N=C1.C(Cl)(=O)C.Cl.[NH2:22][CH:23]1[CH2:28][CH2:27][C:26](=[O:29])[NH:25][C:24]1=[O:30].P(OC1C=CC=CC=1)(OC1C=CC=CC=1)OC1C=CC=CC=1.Cl. The catalyst is C(#N)C.O. The product is [OH:11][C:10]1[CH:9]=[CH:8][CH:7]=[C:3]2[C:2]=1[N:1]=[C:15]([CH3:16])[N:22]([CH:23]1[CH2:28][CH2:27][C:26](=[O:29])[NH:25][C:24]1=[O:30])[C:4]2=[O:6]. The yield is 0.160.